Dataset: NCI-60 drug combinations with 297,098 pairs across 59 cell lines. Task: Regression. Given two drug SMILES strings and cell line genomic features, predict the synergy score measuring deviation from expected non-interaction effect. Drug 1: CCC1(CC2CC(C3=C(CCN(C2)C1)C4=CC=CC=C4N3)(C5=C(C=C6C(=C5)C78CCN9C7C(C=CC9)(C(C(C8N6C=O)(C(=O)OC)O)OC(=O)C)CC)OC)C(=O)OC)O.OS(=O)(=O)O. Drug 2: C1=NC2=C(N=C(N=C2N1C3C(C(C(O3)CO)O)O)F)N. Cell line: SR. Synergy scores: CSS=70.8, Synergy_ZIP=-4.47, Synergy_Bliss=-5.69, Synergy_Loewe=-2.68, Synergy_HSA=-2.20.